The task is: Predict the product of the given reaction.. This data is from Forward reaction prediction with 1.9M reactions from USPTO patents (1976-2016). (1) Given the reactants C(OC([N:8]1[CH2:13][CH2:12][N:11]([C:14]2[CH:15]=[N:16][C:17]([NH:20][C:21]3[C:22](=[O:29])[N:23]([CH3:28])[CH:24]=[C:25]([Br:27])[CH:26]=3)=[CH:18][CH:19]=2)[C@H:10]([CH3:30])[CH2:9]1)=O)(C)(C)C.Cl.O1CCOCC1, predict the reaction product. The product is: [Br:27][C:25]1[CH:26]=[C:21]([NH:20][C:17]2[CH:18]=[CH:19][C:14]([N:11]3[CH2:12][CH2:13][NH:8][CH2:9][C@H:10]3[CH3:30])=[CH:15][N:16]=2)[C:22](=[O:29])[N:23]([CH3:28])[CH:24]=1. (2) Given the reactants C(OC(=O)[N:7]([CH2:28][C:29]1[CH:38]=[CH:37][C:32]2[O:33][CH2:34][CH2:35][O:36][C:31]=2[CH:30]=1)[CH:8]1[CH2:13][CH2:12][N:11]([CH2:14][CH2:15][N:16]2[C:25]3[C:20](=[CH:21][CH:22]=[C:23]([Br:26])[CH:24]=3)[N:19]=[CH:18][C:17]2=[O:27])[CH2:10][CH2:9]1)(C)(C)C.FC(F)(F)C(O)=O, predict the reaction product. The product is: [O:33]1[C:32]2[CH:37]=[CH:38][C:29]([CH2:28][NH:7][CH:8]3[CH2:9][CH2:10][N:11]([CH2:14][CH2:15][N:16]4[C:25]5[C:20](=[CH:21][CH:22]=[C:23]([Br:26])[CH:24]=5)[N:19]=[CH:18][C:17]4=[O:27])[CH2:12][CH2:13]3)=[CH:30][C:31]=2[O:36][CH2:35][CH2:34]1.